Dataset: Catalyst prediction with 721,799 reactions and 888 catalyst types from USPTO. Task: Predict which catalyst facilitates the given reaction. (1) The catalyst class is: 89. Reactant: C([O:5][C:6](=[O:31])[CH2:7][C@@H:8]1[N:14]=[C:13]([C:15]2[CH:20]=[CH:19][C:18]([Cl:21])=[CH:17][CH:16]=2)[C:12]2[C:22]([CH3:26])=[C:23]([CH3:25])[S:24][C:11]=2[N:10]2[C:27]([CH3:30])=[N:28][N:29]=[C:9]12)(C)(C)C. Product: [ClH:21].[C:6]([CH2:7][CH:8]1[N:14]=[C:13]([C:15]2[CH:16]=[CH:17][C:18]([Cl:21])=[CH:19][CH:20]=2)[C:12]2[C:22]([CH3:26])=[C:23]([CH3:25])[S:24][C:11]=2[N:10]2[C:27]([CH3:30])=[NH+:28][N:29]=[C:9]12)([OH:31])=[O:5]. (2) Reactant: Cl.[CH3:2][O:3][C:4](=[O:18])[C@@H:5]1[CH2:9][C@H:8]([NH2:10])[CH2:7][N:6]1[C:11]([O:13][C:14]([CH3:17])([CH3:16])[CH3:15])=[O:12].CN1CCOCC1.[Cl:26][C:27]1[S:31][C:30]([C:32](O)=[O:33])=[CH:29][CH:28]=1. Product: [CH3:2][O:3][C:4]([C@@H:5]1[CH2:9][C@H:8]([NH:10][C:32]([C:30]2[S:31][C:27]([Cl:26])=[CH:28][CH:29]=2)=[O:33])[CH2:7][N:6]1[C:11]([O:13][C:14]([CH3:15])([CH3:17])[CH3:16])=[O:12])=[O:18]. The catalyst class is: 10. (3) The catalyst class is: 56. Reactant: [Cl:1][C:2]1[CH:7]=[CH:6][C:5]([CH:8]=[CH:9][C:10]2[O:11][CH:12]=[C:13]([CH2:15][OH:16])[N:14]=2)=[CH:4][CH:3]=1.Br[C:18]1[CH:23]=[N:22][C:21]([CH2:24][CH2:25][CH2:26][CH2:27][N:28]2[CH:32]=[N:31][CH:30]=[N:29]2)=[CH:20][N:19]=1.CC(C)([O-])C.[Na+].[NH4+].[Cl-]. Product: [Cl:1][C:2]1[CH:7]=[CH:6][C:5](/[CH:8]=[CH:9]/[C:10]2[O:11][CH:12]=[C:13]([CH2:15][O:16][C:18]3[CH:23]=[N:22][C:21]([CH2:24][CH2:25][CH2:26][CH2:27][N:28]4[CH:32]=[N:31][CH:30]=[N:29]4)=[CH:20][N:19]=3)[N:14]=2)=[CH:4][CH:3]=1. (4) Reactant: [CH:1]([C:3]1[CH:4]=[C:5]([CH3:22])[CH:6]=[C:7]2[C:12]=1[O:11][CH:10]([C:13]([F:16])([F:15])[F:14])[C:9]([C:17]([O:19][CH2:20][CH3:21])=[O:18])=[CH:8]2)=[O:2].[C:23](=O)=O.CC(C)=O.C[Mg]Br. Product: [OH:2][CH:1]([C:3]1[CH:4]=[C:5]([CH3:22])[CH:6]=[C:7]2[C:12]=1[O:11][CH:10]([C:13]([F:16])([F:14])[F:15])[C:9]([C:17]([O:19][CH2:20][CH3:21])=[O:18])=[CH:8]2)[CH3:23]. The catalyst class is: 1. (5) Reactant: [Br:1][C:2]1[CH:3]=[C:4]([CH:6]=[CH:7][C:8]=1[CH3:9])[NH2:5].Cl[C:11]1[C:12](=[O:26])[NH:13][C:14](=[O:25])[C:15]=1[C:16]1[CH:21]=[CH:20][CH:19]=[C:18]([N+:22]([O-:24])=[O:23])[CH:17]=1.CN1CCCC1=O. Product: [Br:1][C:2]1[CH:3]=[C:4]([NH:5][C:11]2[C:12](=[O:26])[NH:13][C:14](=[O:25])[C:15]=2[C:16]2[CH:21]=[CH:20][CH:19]=[C:18]([N+:22]([O-:24])=[O:23])[CH:17]=2)[CH:6]=[CH:7][C:8]=1[CH3:9]. The catalyst class is: 33. (6) Reactant: [C:1]1([C@@H:7]2[CH2:9][C@H:8]2[NH:10][CH2:11][C@H:12]2[CH2:17][CH2:16][C@H:15]([NH:18]C(=O)OC(C)(C)C)[CH2:14][CH2:13]2)[CH:6]=[CH:5][CH:4]=[CH:3][CH:2]=1.C(N(CC)CC)C.[F:33][C:34]([F:45])([F:44])[C:35](O[C:35](=[O:36])[C:34]([F:45])([F:44])[F:33])=[O:36].C([O-])([O-])=O.[Na+].[Na+]. Product: [NH2:18][C@H:15]1[CH2:14][CH2:13][C@H:12]([CH2:11][N:10]([C@@H:8]2[CH2:9][C@H:7]2[C:1]2[CH:2]=[CH:3][CH:4]=[CH:5][CH:6]=2)[C:35](=[O:36])[C:34]([F:45])([F:44])[F:33])[CH2:17][CH2:16]1. The catalyst class is: 452. (7) Reactant: [CH2:1]([O:8][C:9]1[CH:14]=[CH:13][C:12]([CH2:15][CH:16]([NH:18][CH:19]=O)[CH3:17])=[CH:11][C:10]=1[O:21][CH3:22])[C:2]1[CH:7]=[CH:6][CH:5]=[CH:4][CH:3]=1.O=P(Cl)(Cl)Cl. Product: [CH2:1]([O:8][C:9]1[CH:14]=[C:13]2[C:12]([CH2:15][CH:16]([CH3:17])[N:18]=[CH:19]2)=[CH:11][C:10]=1[O:21][CH3:22])[C:2]1[CH:7]=[CH:6][CH:5]=[CH:4][CH:3]=1. The catalyst class is: 10.